This data is from NCI-60 drug combinations with 297,098 pairs across 59 cell lines. The task is: Regression. Given two drug SMILES strings and cell line genomic features, predict the synergy score measuring deviation from expected non-interaction effect. Drug 1: C1=C(C(=O)NC(=O)N1)F. Drug 2: C1=NC2=C(N1)C(=S)N=C(N2)N. Cell line: SW-620. Synergy scores: CSS=37.7, Synergy_ZIP=-3.74, Synergy_Bliss=-1.96, Synergy_Loewe=-6.17, Synergy_HSA=1.34.